This data is from Catalyst prediction with 721,799 reactions and 888 catalyst types from USPTO. The task is: Predict which catalyst facilitates the given reaction. (1) Reactant: [C:1](=[N:4][C:5]1[C:10]([CH2:11][CH3:12])=[CH:9][C:8]([CH2:13][CH3:14])=[C:7]([N:15]=[C:16]([CH3:18])[CH3:17])[C:6]=1[CH3:19])([CH3:3])[CH3:2].C(O)C. Product: [CH:16]([NH:15][C:7]1[C:8]([CH2:13][CH3:14])=[CH:9][C:10]([CH2:11][CH3:12])=[C:5]([NH:4][CH:1]([CH3:2])[CH3:3])[C:6]=1[CH3:19])([CH3:17])[CH3:18]. The catalyst class is: 612. (2) Reactant: C(OC([N:8]1[CH2:14][CH2:13][C:12]2[C:15]([NH:20][CH2:21][C:22]3[CH:27]=[CH:26][C:25]([C:28](=[O:33])[NH:29][CH2:30][CH2:31][CH3:32])=[C:24]([F:34])[CH:23]=3)=[C:16]([Cl:19])[CH:17]=[CH:18][C:11]=2[CH2:10][CH2:9]1)=O)(C)(C)C. Product: [Cl:19][C:16]1[CH:17]=[CH:18][C:11]2[CH2:10][CH2:9][NH:8][CH2:14][CH2:13][C:12]=2[C:15]=1[NH:20][CH2:21][C:22]1[CH:27]=[CH:26][C:25]([C:28](=[O:33])[NH:29][CH2:30][CH2:31][CH3:32])=[C:24]([F:34])[CH:23]=1. The catalyst class is: 12. (3) Reactant: [CH2:1]([N:8]1[CH2:14][CH2:13][CH:12]([CH2:15][C:16]2[CH:21]=[CH:20][C:19]([F:22])=[CH:18][CH:17]=2)[O:11][CH2:10][C:9]1=O)[C:2]1[CH:7]=[CH:6][CH:5]=[CH:4][CH:3]=1.[H-].[H-].[H-].[H-].[Li+].[Al+3]. Product: [CH2:1]([N:8]1[CH2:14][CH2:13][CH:12]([CH2:15][C:16]2[CH:17]=[CH:18][C:19]([F:22])=[CH:20][CH:21]=2)[O:11][CH2:10][CH2:9]1)[C:2]1[CH:3]=[CH:4][CH:5]=[CH:6][CH:7]=1. The catalyst class is: 1.